Dataset: Catalyst prediction with 721,799 reactions and 888 catalyst types from USPTO. Task: Predict which catalyst facilitates the given reaction. (1) Reactant: [H-].[Al+3].[Li+].[H-].[H-].[H-].[Cl:7][C:8]1[CH:9]=[C:10]([C:15]([NH:24][CH:25]=O)([CH2:21][CH:22]=[CH2:23])[C:16](OCC)=[O:17])[CH:11]=[CH:12][C:13]=1[Cl:14].O.[OH-].[Na+]. Product: [ClH:7].[Cl:7][C:8]1[CH:9]=[C:10]([C:15]([NH:24][CH3:25])([CH2:21][CH:22]=[CH2:23])[CH2:16][OH:17])[CH:11]=[CH:12][C:13]=1[Cl:14]. The catalyst class is: 7. (2) Reactant: C(OC(=O)[NH:10][C@H:11]([CH2:23][OH:24])[CH2:12][CH2:13][CH2:14][NH:15][C:16]([O:18][C:19]([CH3:22])([CH3:21])[CH3:20])=[O:17])C1C=CC=CC=1. Product: [C:19]([O:18][C:16](=[O:17])[NH:15][CH2:14][CH2:13][CH2:12][C@H:11]([NH2:10])[CH2:23][OH:24])([CH3:22])([CH3:20])[CH3:21]. The catalyst class is: 29. (3) Reactant: I.CS[C:4]1[NH:5][CH2:6][CH2:7][N:8]=1.[Cl:9][C:10]1[CH:11]=[C:12]([NH:17][NH2:18])[CH:13]=[CH:14][C:15]=1[CH3:16]. Product: [Cl:9][C:10]1[CH:11]=[C:12]([NH:17][NH:18][C:4]2[NH:5][CH2:6][CH2:7][N:8]=2)[CH:13]=[CH:14][C:15]=1[CH3:16]. The catalyst class is: 113. (4) Reactant: [Br:1]N1C(=O)CCC1=O.CC(N=NC(C#N)(C)C)(C#N)C.[F:21][C:22]1[CH:27]=[CH:26][C:25]([CH3:28])=[C:24]([I:29])[CH:23]=1. Product: [Br:1][CH2:28][C:25]1[CH:26]=[CH:27][C:22]([F:21])=[CH:23][C:24]=1[I:29]. The catalyst class is: 53. (5) Reactant: [N:1]1C=CC=CC=1C1N=NN(C2C=CC(NC3C4N(C=CN=4)C(C4C=CC(C(N)=O)=CC=4)=CN=3)=CC=2)C=1.[CH3:37][N:38]([CH3:54])[CH2:39][C:40]1[N:41]=[N:42][N:43]([C:45]2[CH:50]=[CH:49][C:48]([N+:51]([O-])=O)=[CH:47][CH:46]=2)[CH:44]=1.[Sn](Cl)Cl. Product: [NH3:1].[CH3:54][N:38]([CH2:39][C:40]1[N:41]=[N:42][N:43]([C:45]2[CH:46]=[CH:47][C:48]([NH2:51])=[CH:49][CH:50]=2)[CH:44]=1)[CH3:37]. The catalyst class is: 242.